This data is from Forward reaction prediction with 1.9M reactions from USPTO patents (1976-2016). The task is: Predict the product of the given reaction. (1) Given the reactants [ClH:1].CCOCC.[CH2:7]([O:14][C:15]1[CH:20]=[CH:19][N:18]([C:21]2[CH:29]=[C:28]3[C:24]([C:25]4[CH2:34][CH2:33][NH:32][CH:31]([CH2:35][OH:36])[C:26]=4[N:27]3[CH3:30])=[CH:23][CH:22]=2)[C:17](=[O:37])[CH:16]=1)[C:8]1[CH:13]=[CH:12][CH:11]=[CH:10][CH:9]=1, predict the reaction product. The product is: [ClH:1].[CH2:7]([O:14][C:15]1[CH:20]=[CH:19][N:18]([C:21]2[CH:29]=[C:28]3[C:24]([C:25]4[CH2:34][CH2:33][NH:32][CH:31]([CH2:35][OH:36])[C:26]=4[N:27]3[CH3:30])=[CH:23][CH:22]=2)[C:17](=[O:37])[CH:16]=1)[C:8]1[CH:9]=[CH:10][CH:11]=[CH:12][CH:13]=1. (2) Given the reactants [Br:1][C:2]1[C:3](=[O:11])[C:4]2[C:9]([CH:10]=1)=[CH:8][CH:7]=[CH:6][CH:5]=2.C([O-])([O-])=[O:13].[K+].[K+], predict the reaction product. The product is: [Br:1][C:2]1[C:3](=[O:11])[C:4]2[C:9]([CH:10]=1)=[CH:8][CH:7]=[C:6]([OH:13])[CH:5]=2. (3) The product is: [NH2:28][CH2:27][C:26]1[CH:25]=[CH:24][C:23]([C:21]([NH:20][C:10]2[C:9]([NH:8][C:6](=[O:7])[O:5][C:1]([CH3:4])([CH3:3])[CH3:2])=[CH:13][N:12]([C:14]3[CH:19]=[CH:18][CH:17]=[CH:16][CH:15]=3)[N:11]=2)=[O:22])=[CH:40][CH:39]=1. Given the reactants [C:1]([O:5][C:6]([NH:8][C:9]1[C:10]([NH:20][C:21]([C:23]2[CH:40]=[CH:39][C:26]([CH2:27][NH:28]C(=O)OCC3C=CC=CC=3)=[CH:25][CH:24]=2)=[O:22])=[N:11][N:12]([C:14]2[CH:19]=[CH:18][CH:17]=[CH:16][CH:15]=2)[CH:13]=1)=[O:7])([CH3:4])([CH3:3])[CH3:2], predict the reaction product. (4) Given the reactants [Cl:1]C1C(C(F)(F)F)=CN=C2NC=C([NH:15][C:16](=[O:23])[C:17]3[CH:22]=[CH:21][CH:20]=[CH:19][N:18]=3)C=12.N1CCC[C@@H](NC(=O)OC(C)(C)C)C1.CCN(C(C)C)C(C)C.C(O)(C(F)(F)F)=O, predict the reaction product. The product is: [ClH:1].[N:18]1[CH:19]=[CH:20][CH:21]=[CH:22][C:17]=1[C:16]([NH2:15])=[O:23].